The task is: Predict the reaction yield, written as a fraction of the theoretical maximum amount of product (1.0 means a 100% yield; for example, 0.34 means a 34% yield).. This data is from Reaction yield outcomes from USPTO patents with 853,638 reactions. (1) The reactants are [NH:1]1[C:5]2[CH:6]=[CH:7][CH:8]=[CH:9][C:4]=2[N:3]=[C:2]1[C@H:10]1[CH2:15][CH2:14][CH2:13][C@@H:12]([NH:16][C:17]([C:19]2[CH:28]=[CH:27][C:22]3[O:23][CH2:24][CH2:25][O:26][C:21]=3[CH:20]=2)=[O:18])[CH2:11]1.IC.[C:31](=O)([O-])[O-].[K+].[K+]. The product is [CH3:31][N:1]1[C:5]2[CH:6]=[CH:7][CH:8]=[CH:9][C:4]=2[N:3]=[C:2]1[C@H:10]1[CH2:15][CH2:14][CH2:13][C@@H:12]([NH:16][C:17]([C:19]2[CH:28]=[CH:27][C:22]3[O:23][CH2:24][CH2:25][O:26][C:21]=3[CH:20]=2)=[O:18])[CH2:11]1. The yield is 0.830. The catalyst is CN(C=O)C. (2) The reactants are C(OC(=O)[NH:7][CH2:8][CH2:9][CH2:10][NH:11][C:12]1[CH:21]=[C:20]([O:22][CH3:23])[C:19]2[C:14](=[CH:15][CH:16]=[CH:17][CH:18]=2)[N:13]=1)(C)(C)C.[ClH:25]. The catalyst is ClCCl.O1CCOCC1. The product is [ClH:25].[ClH:25].[CH3:23][O:22][C:20]1[C:19]2[C:14](=[CH:15][CH:16]=[CH:17][CH:18]=2)[N:13]=[C:12]([NH:11][CH2:10][CH2:9][CH2:8][NH2:7])[CH:21]=1. The yield is 0.990. (3) The catalyst is CO.C(Cl)Cl. The reactants are [CH2:1]([O:4][C@H:5]1[C@H:13]([CH3:14])[O:12][C:11](=[O:15])[C@@H:10]([N:16]([C:24]([O:26][C:27]([CH3:30])([CH3:29])[CH3:28])=[O:25])[C:17](=[O:23])[O:18][C:19]([CH3:22])([CH3:21])[CH3:20])[CH2:9][O:8][CH2:7][C@@H:6]1[O:31][CH2:32][CH2:33][CH2:34][CH3:35])[CH:2]=C.C([O-])(O)=[O:37].[Na+].O=[O+][O-].CSC. The product is [C:19]([O:18][C:17]([N:16]([C@H:10]1[CH2:9][O:8][CH2:7][C@H:6]([O:31][CH2:32][CH2:33][CH2:34][CH3:35])[C@@H:5]([O:4][CH2:1][CH:2]=[O:37])[C@H:13]([CH3:14])[O:12][C:11]1=[O:15])[C:24](=[O:25])[O:26][C:27]([CH3:28])([CH3:29])[CH3:30])=[O:23])([CH3:21])([CH3:22])[CH3:20]. The yield is 0.910. (4) The reactants are [OH-].[K+].[CH2:3]([O:10][C:11]1[C:12]([CH:20]2[C:28]3[C:23](=[CH:24][CH:25]=[CH:26][CH:27]=3)[N:22]([CH2:29][C:30]3[O:31][C:32]([C:35]([F:38])([F:37])[F:36])=[CH:33][CH:34]=3)[C:21]2=[O:39])=[CH:13][C:14]2[O:18][CH2:17][O:16][C:15]=2[CH:19]=1)[C:4]1[CH:9]=[CH:8][CH:7]=[CH:6][CH:5]=1.Cl[CH2:41][O:42][CH2:43][C:44]1[CH:49]=[CH:48][CH:47]=[CH:46][CH:45]=1. The catalyst is C1(C)C=CC=CC=1.C(OCC)(=O)C. The product is [CH2:3]([O:10][C:11]1[C:12]([C@:20]2([CH2:41][O:42][CH2:43][C:44]3[CH:49]=[CH:48][CH:47]=[CH:46][CH:45]=3)[C:28]3[C:23](=[CH:24][CH:25]=[CH:26][CH:27]=3)[N:22]([CH2:29][C:30]3[O:31][C:32]([C:35]([F:38])([F:37])[F:36])=[CH:33][CH:34]=3)[C:21]2=[O:39])=[CH:13][C:14]2[O:18][CH2:17][O:16][C:15]=2[CH:19]=1)[C:4]1[CH:9]=[CH:8][CH:7]=[CH:6][CH:5]=1. The yield is 0.690. (5) The reactants are [F:1][C:2]1[CH:3]=[C:4]([CH:18]=[CH:19][CH:20]=1)[CH2:5][O:6][C:7]1[CH:12]=[CH:11][C:10]([NH2:13])=[C:9]([C:14]([F:17])([F:16])[F:15])[CH:8]=1.[C:21](=O)([O-])[OH:22].[Na+].C[CH:27]([C:31](Cl)=[O:32])[C:28](Cl)=[O:29].Cl. The catalyst is C(OCC)(=O)C. The product is [CH3:21][O:22][C:31](=[O:32])[CH2:27][C:28]([NH:13][C:10]1[CH:11]=[CH:12][C:7]([O:6][CH2:5][C:4]2[CH:18]=[CH:19][CH:20]=[C:2]([F:1])[CH:3]=2)=[CH:8][C:9]=1[C:14]([F:15])([F:16])[F:17])=[O:29]. The yield is 0.580. (6) The reactants are [N:1]1[CH:6]=[CH:5][CH:4]=[CH:3][C:2]=1[C:7]1[N:11]=[C:10]([C:12]2[CH:17]=[C:16](O)[CH:15]=[C:14]([C:19]#[N:20])[CH:13]=2)[O:9][N:8]=1.C(=O)([O-])[O-].[K+].[K+].[CH3:27][N:28]([CH3:32])[C:29](Cl)=[O:30]. The catalyst is CN(C)C=O.ClCCl. The product is [N:1]1[CH:6]=[CH:5][CH:4]=[CH:3][C:2]=1[C:7]1[N:11]=[C:10]([C:12]2[CH:17]=[C:16]([C:29]([N:28]([CH3:32])[CH3:27])=[O:30])[CH:15]=[C:14]([C:19]#[N:20])[CH:13]=2)[O:9][N:8]=1. The yield is 0.290.